From a dataset of Full USPTO retrosynthesis dataset with 1.9M reactions from patents (1976-2016). Predict the reactants needed to synthesize the given product. The reactants are: [CH2:1]([O:8][NH:9][C@H:10]1[CH2:15][NH:14][C@H:13]([C:16]([NH:18][CH:19]2[CH2:24][CH2:23][N:22]([C:25]([O:27][CH2:28][C:29]3[CH:34]=[CH:33][CH:32]=[CH:31][CH:30]=3)=[O:26])[CH2:21][CH2:20]2)=[O:17])[CH2:12][CH2:11]1)[C:2]1[CH:7]=[CH:6][CH:5]=[CH:4][CH:3]=1.S(C1C=CC(C)=CC=1)([O-])(=O)=O.[C:46]([O-])(O)=[O:47].[Na+].CCN(C(C)C)C(C)C.ClC(Cl)(OC(=O)OC(Cl)(Cl)Cl)Cl.P(=O)(O)(O)O. Given the product [CH2:1]([O:8][N:9]1[C:46](=[O:47])[N:14]2[CH2:15][C@H:10]1[CH2:11][CH2:12][C@H:13]2[C:16]([NH:18][CH:19]1[CH2:20][CH2:21][N:22]([C:25]([O:27][CH2:28][C:29]2[CH:34]=[CH:33][CH:32]=[CH:31][CH:30]=2)=[O:26])[CH2:23][CH2:24]1)=[O:17])[C:2]1[CH:7]=[CH:6][CH:5]=[CH:4][CH:3]=1, predict the reactants needed to synthesize it.